From a dataset of Catalyst prediction with 721,799 reactions and 888 catalyst types from USPTO. Predict which catalyst facilitates the given reaction. (1) Reactant: CC(S([NH:7][C:8]1([CH:12]([C:14]2[NH:15][CH:16]=[C:17]([C:19]3[CH:24]=[CH:23][C:22]([O:25][C:26]([F:29])([F:28])[F:27])=[CH:21][CH:20]=3)[N:18]=2)[CH3:13])[CH2:11][O:10][CH2:9]1)=O)(C)C.Cl.C(=O)([O-])O.[Na+]. Product: [F:29][C:26]([F:27])([F:28])[O:25][C:22]1[CH:23]=[CH:24][C:19]([C:17]2[N:18]=[C:14]([CH:12]([C:8]3([NH2:7])[CH2:9][O:10][CH2:11]3)[CH3:13])[NH:15][CH:16]=2)=[CH:20][CH:21]=1. The catalyst class is: 71. (2) The catalyst class is: 106. Product: [CH3:29][N:6]1[CH2:7][CH2:8][N:3]([CH2:9][CH:10]([C:22]2([OH:28])[CH2:27][CH2:26][CH2:25][CH2:24][CH2:23]2)[C:11]2[CH:16]=[CH:15][CH:14]=[C:13]([O:17][C:18]([F:21])([F:20])[F:19])[CH:12]=2)[CH2:4][CH2:5]1. Reactant: Cl.Cl.[N:3]1([CH2:9][CH:10]([C:22]2([OH:28])[CH2:27][CH2:26][CH2:25][CH2:24][CH2:23]2)[C:11]2[CH:16]=[CH:15][CH:14]=[C:13]([O:17][C:18]([F:21])([F:20])[F:19])[CH:12]=2)[CH2:8][CH2:7][NH:6][CH2:5][CH2:4]1.[CH2:29]=O.O.[OH-].[Na+]. (3) Reactant: [C:1](/[N:3]=[C:4](\[N:32]1[CH2:37][CH2:36][CH2:35][CH2:34][CH2:33]1)/[N:5]1[CH2:10][CH2:9][C@H:8]([C:11]([N:13]2[CH2:18][CH2:17][N:16]([C:19]3[CH:24]=[CH:23][C:22]([C:25]#[N:26])=[CH:21][C:20]=3[CH3:27])[CH2:15][CH2:14]2)=[O:12])[C@@H:7]([C:28](OC)=[O:29])[CH2:6]1)#[N:2].[NH2:38][OH:39]. Product: [C:1](/[N:3]=[C:4](\[N:32]1[CH2:33][CH2:34][CH2:35][CH2:36][CH2:37]1)/[N:5]1[CH2:10][CH2:9][C@H:8]([C:11]([N:13]2[CH2:14][CH2:15][N:16]([C:19]3[CH:24]=[CH:23][C:22]([C:25]#[N:26])=[CH:21][C:20]=3[CH3:27])[CH2:17][CH2:18]2)=[O:12])[C@@H:7]([C:28]([NH:38][OH:39])=[O:29])[CH2:6]1)#[N:2]. The catalyst class is: 5. (4) Reactant: [Cl:1][C:2]1[N:7]=[C:6]([NH:8][NH:9][C:10](=[O:29])[C@H:11]([CH2:23][CH:24]2[CH2:28][CH2:27][CH2:26][CH2:25]2)[CH2:12][N:13]([O:16]C2CCCCO2)[CH:14]=[O:15])[C:5]([F:30])=[C:4]([N:31]([CH3:39])[CH2:32][C:33]2[CH:38]=[CH:37][N:36]=[CH:35][CH:34]=2)[N:3]=1. Product: [Cl:1][C:2]1[N:7]=[C:6]([NH:8][NH:9][C:10](=[O:29])[C@H:11]([CH2:23][CH:24]2[CH2:25][CH2:26][CH2:27][CH2:28]2)[CH2:12][N:13]([OH:16])[CH:14]=[O:15])[C:5]([F:30])=[C:4]([N:31]([CH3:39])[CH2:32][C:33]2[CH:34]=[CH:35][N:36]=[CH:37][CH:38]=2)[N:3]=1. The catalyst class is: 86. (5) Reactant: [Cl:1][C:2]1[C:3]([NH:8][C@@H:9]2[CH2:14][CH2:13][CH2:12][N:11]([C:15]([O:17][C:18]([CH3:21])([CH3:20])[CH3:19])=[O:16])[CH2:10]2)=[N:4][CH:5]=[CH:6][CH:7]=1.C[Si]([N-][Si](C)(C)C)(C)C.[Li+].[Br:32][C:33]1[CH:41]=[CH:40][C:36]([C:37](Cl)=[O:38])=[CH:35][C:34]=1[F:42]. Product: [Br:32][C:33]1[CH:41]=[CH:40][C:36]([C:37]([N:8]([C:3]2[C:2]([Cl:1])=[CH:7][CH:6]=[CH:5][N:4]=2)[C@@H:9]2[CH2:14][CH2:13][CH2:12][N:11]([C:15]([O:17][C:18]([CH3:21])([CH3:20])[CH3:19])=[O:16])[CH2:10]2)=[O:38])=[CH:35][C:34]=1[F:42]. The catalyst class is: 266. (6) Product: [NH2:34][C:33]1[C:28]([C:8]2[CH:9]=[C:10]([C@@H:14]([NH:18][C:19](=[O:25])[O:20][C:21]([CH3:22])([CH3:23])[CH3:24])[CH2:15][CH:16]=[CH2:17])[CH:11]=[CH:12][CH:13]=2)=[N:29][CH:30]=[C:31]([Cl:35])[CH:32]=1. The catalyst class is: 203. Reactant: CC1(C)COB([C:8]2[CH:9]=[C:10]([C@@H:14]([NH:18][C:19](=[O:25])[O:20][C:21]([CH3:24])([CH3:23])[CH3:22])[CH2:15][CH:16]=[CH2:17])[CH:11]=[CH:12][CH:13]=2)OC1.Br[C:28]1[C:33]([NH2:34])=[CH:32][C:31]([Cl:35])=[CH:30][N:29]=1.C([O-])([O-])=O.[Na+].[Na+].